From a dataset of Catalyst prediction with 721,799 reactions and 888 catalyst types from USPTO. Predict which catalyst facilitates the given reaction. (1) Reactant: [F:1][C:2]1[C:7]([F:8])=[CH:6][CH:5]=[CH:4][C:3]=1[C@:9]([OH:17])([CH2:13][N+:14]([O-])=O)[CH:10]([F:12])[F:11]. Product: [NH2:14][CH2:13][C@:9]([C:3]1[CH:4]=[CH:5][CH:6]=[C:7]([F:8])[C:2]=1[F:1])([OH:17])[CH:10]([F:12])[F:11]. The catalyst class is: 565. (2) Reactant: Br[CH:2]=[C:3]([C:5]1[CH:6]=[C:7]([F:14])[C:8]([O:12][CH3:13])=[C:9]([F:11])[CH:10]=1)[CH3:4].P([O-])([O-])([O-])=O.[K+].[K+].[K+].N1CCC[C@H]1C(O)=O.[CH3:31][N:32]1[CH2:45][CH2:44][C:35]2[NH:36][C:37]3[CH:38]=[CH:39][C:40]([CH3:43])=[CH:41][C:42]=3[C:34]=2[CH2:33]1. Product: [F:11][C:9]1[CH:10]=[C:5](/[C:3](/[CH3:4])=[CH:2]/[N:36]2[C:37]3[CH:38]=[CH:39][C:40]([CH3:43])=[CH:41][C:42]=3[C:34]3[CH2:33][N:32]([CH3:31])[CH2:45][CH2:44][C:35]2=3)[CH:6]=[C:7]([F:14])[C:8]=1[O:12][CH3:13]. The catalyst class is: 122. (3) Reactant: [CH:1]1[C:10]2[C:5](=[CH:6][CH:7]=[CH:8][CH:9]=2)[CH:4]=[CH:3][C:2]=1[CH2:11][C:12]([NH:14][C:15]1[N:16]=[CH:17][N:18]2[C:22]([C:23]([F:26])([F:25])[F:24])=[C:21]([C:27]([O-:29])=[O:28])[S:20][C:19]=12)=[O:13].[OH-].[Li+].C(O)(=O)C. Product: [CH:1]1[C:10]2[C:5](=[CH:6][CH:7]=[CH:8][CH:9]=2)[CH:4]=[CH:3][C:2]=1[CH2:11][C:12]([NH:14][C:15]1[N:16]=[CH:17][N:18]2[C:22]([C:23]([F:25])([F:24])[F:26])=[C:21]([C:27]([OH:29])=[O:28])[S:20][C:19]=12)=[O:13]. The catalyst class is: 7. (4) Reactant: [NH2:1][C:2]1[CH:3]=[C:4]([C@H:8]([N:15]([CH3:27])[C:16](=[O:26])[CH2:17][C:18]2[CH:23]=[CH:22][C:21]([Cl:24])=[C:20]([Cl:25])[CH:19]=2)[CH2:9][N:10]2[CH2:14][CH2:13][CH2:12][CH2:11]2)[CH:5]=[CH:6][CH:7]=1.N1C=CC=CC=1.[CH3:34][O:35][CH2:36][CH2:37][O:38][CH2:39][CH2:40][S:41](Cl)(=[O:43])=[O:42]. Product: [Cl:25][C:20]1[CH:19]=[C:18]([CH2:17][C:16]([N:15]([C@@H:8]([C:4]2[CH:5]=[CH:6][CH:7]=[C:2]([NH:1][S:41]([CH2:40][CH2:39][O:38][CH2:37][CH2:36][O:35][CH3:34])(=[O:43])=[O:42])[CH:3]=2)[CH2:9][N:10]2[CH2:11][CH2:12][CH2:13][CH2:14]2)[CH3:27])=[O:26])[CH:23]=[CH:22][C:21]=1[Cl:24]. The catalyst class is: 4.